From a dataset of Forward reaction prediction with 1.9M reactions from USPTO patents (1976-2016). Predict the product of the given reaction. (1) Given the reactants [N:1]1([CH2:6][CH2:7][O:8][C:9]2[CH:14]=[CH:13][C:12]([NH:15][CH2:16][C:17]3[CH:22]=[CH:21][C:20]([O:23][S:24]([C:27]4[CH:32]=[CH:31][C:30]([CH3:33])=[CH:29][CH:28]=4)(=[O:26])=[O:25])=[CH:19][CH:18]=3)=[CH:11][CH:10]=2)[CH2:5][CH2:4][CH2:3][CH2:2]1.C(N(CC)CC)C.[CH:41]1([C:47](Cl)=[O:48])[CH2:46][CH2:45][CH2:44][CH2:43][CH2:42]1.C(=O)(O)[O-].[Na+], predict the reaction product. The product is: [CH:41]1([C:47]([N:15]([CH2:16][C:17]2[CH:22]=[CH:21][C:20]([O:23][S:24]([C:27]3[CH:28]=[CH:29][C:30]([CH3:33])=[CH:31][CH:32]=3)(=[O:26])=[O:25])=[CH:19][CH:18]=2)[C:12]2[CH:13]=[CH:14][C:9]([O:8][CH2:7][CH2:6][N:1]3[CH2:2][CH2:3][CH2:4][CH2:5]3)=[CH:10][CH:11]=2)=[O:48])[CH2:46][CH2:45][CH2:44][CH2:43][CH2:42]1. (2) The product is: [F:1][C:2]([F:17])([F:18])[C:3]1[CH:4]=[CH:5][C:6]([C:9]2[CH:14]=[CH:13][C:12]([CH2:15][NH:16][C:42]([C:38]3[N:39]([CH3:41])[CH:40]=[C:36]([NH:35][C:33]([C:28]4[C:27]([C:24]5[CH:23]=[CH:22][C:21]([C:20]([F:46])([F:19])[F:45])=[CH:26][CH:25]=5)=[CH:32][CH:31]=[CH:30][CH:29]=4)=[O:34])[CH:37]=3)=[O:43])=[CH:11][CH:10]=2)=[CH:7][CH:8]=1. Given the reactants [F:1][C:2]([F:18])([F:17])[C:3]1[CH:8]=[CH:7][C:6]([C:9]2[CH:14]=[CH:13][C:12]([CH2:15][NH2:16])=[CH:11][CH:10]=2)=[CH:5][CH:4]=1.[F:19][C:20]([F:46])([F:45])[C:21]1[CH:26]=[CH:25][C:24]([C:27]2[C:28]([C:33]([NH:35][C:36]3[CH:37]=[C:38]([C:42](O)=[O:43])[N:39]([CH3:41])[CH:40]=3)=[O:34])=[CH:29][CH:30]=[CH:31][CH:32]=2)=[CH:23][CH:22]=1.CN(C(ON1N=NC2C=CC=CC1=2)=[N+](C)C)C.[B-](F)(F)(F)F.C(N(C(C)C)C(C)C)C, predict the reaction product. (3) Given the reactants [C:1]([O:5][C:6]([N:8]([CH3:33])[CH2:9][CH2:10][CH2:11][CH2:12][NH:13][C:14](=[O:32])[NH:15][C:16]1[CH:17]=[C:18]([CH:23]=[C:24]([C:26]2[N:30]([CH3:31])[N:29]=[N:28][N:27]=2)[CH:25]=1)[C:19]([O:21]C)=[O:20])=[O:7])([CH3:4])([CH3:3])[CH3:2].O[Li].O.Cl, predict the reaction product. The product is: [C:1]([O:5][C:6]([N:8]([CH3:33])[CH2:9][CH2:10][CH2:11][CH2:12][NH:13][C:14](=[O:32])[NH:15][C:16]1[CH:17]=[C:18]([CH:23]=[C:24]([C:26]2[N:30]([CH3:31])[N:29]=[N:28][N:27]=2)[CH:25]=1)[C:19]([OH:21])=[O:20])=[O:7])([CH3:3])([CH3:4])[CH3:2]. (4) Given the reactants [CH3:1][C@H:2]1[CH2:7][C:6](=O)[CH2:5][CH2:4][N:3]1[C:9]([O:11][C:12]([CH3:15])([CH3:14])[CH3:13])=[O:10].[N:16]([C:19]1[N:24]=[CH:23][C:22]([F:25])=[CH:21][N:20]=1)=[N+:17]=[N-:18].N1CCCC1.C([O-])(O)=O.[Na+].C1C=C(Cl)C=C(C(OO)=O)C=1.[OH-].[Na+], predict the reaction product. The product is: [F:25][C:22]1[CH:21]=[N:20][C:19]([N:16]2[C:6]3[CH2:7][C@H:2]([CH3:1])[N:3]([C:9]([O:11][C:12]([CH3:15])([CH3:14])[CH3:13])=[O:10])[CH2:4][C:5]=3[N:18]=[N:17]2)=[N:24][CH:23]=1. (5) Given the reactants C([Si](C(C)C)(C(C)C)[N:5]1[C:13]2[C:8](=[CH:9][CH:10]=[C:11]([N:14]3[CH2:19][CH2:18][N:17]4[CH2:20][CH2:21][CH2:22][CH:16]4[CH2:15]3)[CH:12]=2)[CH:7]=[CH:6]1)(C)C.CCCC[N+](CCCC)(CCCC)CCCC.[F-].C(Cl)Cl.CO, predict the reaction product. The product is: [NH:5]1[C:13]2[C:8](=[CH:9][CH:10]=[C:11]([N:14]3[CH2:19][CH2:18][N:17]4[CH2:20][CH2:21][CH2:22][CH:16]4[CH2:15]3)[CH:12]=2)[CH:7]=[CH:6]1.